This data is from Forward reaction prediction with 1.9M reactions from USPTO patents (1976-2016). The task is: Predict the product of the given reaction. (1) Given the reactants [CH3:1][CH:2]([CH3:8])[CH2:3][CH2:4][C:5](Cl)=[O:6].[NH2:9][C:10]1[CH:15]=[CH:14][C:13]([C:16]([N:18]2[CH2:23][CH2:22][N:21]([CH2:24][C:25]3[CH:30]=[CH:29][C:28]([C:31]([OH:40])([C:36]([F:39])([F:38])[F:37])[C:32]([F:35])([F:34])[F:33])=[CH:27][CH:26]=3)[CH2:20][CH2:19]2)=[O:17])=[CH:12][C:11]=1[F:41].C(N(CC)CC)C, predict the reaction product. The product is: [F:41][C:11]1[CH:12]=[C:13]([C:16]([N:18]2[CH2:19][CH2:20][N:21]([CH2:24][C:25]3[CH:30]=[CH:29][C:28]([C:31]([OH:40])([C:32]([F:33])([F:34])[F:35])[C:36]([F:38])([F:39])[F:37])=[CH:27][CH:26]=3)[CH2:22][CH2:23]2)=[O:17])[CH:14]=[CH:15][C:10]=1[NH:9][C:5](=[O:6])[CH2:4][CH2:3][CH:2]([CH3:8])[CH3:1]. (2) Given the reactants [C:1]([C:4]1[CH:5]=[C:6]([C:21]([NH:23][CH2:24][CH2:25][N:26]([CH3:28])[CH3:27])=[O:22])[CH:7]=[C:8]2[C:13]=1[O:12][C:11]([N:14]1[CH2:19][CH2:18][O:17][CH2:16][CH2:15]1)=[CH:10][C:9]2=[O:20])(=O)[CH3:2].[F:29][C:30]1[CH:36]=[CH:35][C:33]([NH2:34])=[CH:32][CH:31]=1.C(N(CC)CC)C.C(=O)([O-])[O-].[Na+].[Na+].C(O)(=O)C.[B-]C#N.[Na+], predict the reaction product. The product is: [CH3:28][N:26]([CH3:27])[CH2:25][CH2:24][NH:23][C:21]([C:6]1[CH:7]=[C:8]2[C:13](=[C:4]([CH:1]([NH:34][C:33]3[CH:35]=[CH:36][C:30]([F:29])=[CH:31][CH:32]=3)[CH3:2])[CH:5]=1)[O:12][C:11]([N:14]1[CH2:15][CH2:16][O:17][CH2:18][CH2:19]1)=[CH:10][C:9]2=[O:20])=[O:22]. (3) Given the reactants [C:1]1([NH:7][C:8]([NH:10][C@@H:11]2[CH2:16][CH2:15][CH2:14][CH2:13][C@H:12]2[NH:17][CH:18]2[CH2:23][CH2:22][CH2:21][NH:20][CH2:19]2)=[O:9])[CH:6]=[CH:5][CH:4]=[CH:3][CH:2]=1.Cl[C:25]1[N:33]=[CH:32][CH:31]=[CH:30][C:26]=1[C:27]([NH2:29])=[O:28], predict the reaction product. The product is: [C:1]1([NH:7][C:8](=[O:9])[NH:10][C@@H:11]2[CH2:16][CH2:15][CH2:14][CH2:13][C@H:12]2[NH:17][C@H:18]2[CH2:23][CH2:22][CH2:21][N:20]([C:25]3[N:33]=[CH:32][CH:31]=[CH:30][C:26]=3[C:27]([NH2:29])=[O:28])[CH2:19]2)[CH:2]=[CH:3][CH:4]=[CH:5][CH:6]=1. (4) Given the reactants [C:1]([C:3]1[C:4]([N:12]=[CH:13][N:14](C)C)=[N:5][C:6]([CH:9]([CH3:11])[CH3:10])=[CH:7][N:8]=1)#[N:2].N[C:18]1[CH:23]=[C:22]([O:24][CH2:25][C:26]2[CH:31]=[CH:30][CH:29]=[CH:28][CH:27]=2)[CH:21]=[CH:20][C:19]=1[S:32][C:33]1[CH:38]=[CH:37][C:36]([OH:39])=[CH:35][CH:34]=1, predict the reaction product. The product is: [CH2:25]([O:24][C:22]1[CH:21]=[CH:20][C:19]([S:32][C:33]2[CH:34]=[CH:35][C:36]([OH:39])=[CH:37][CH:38]=2)=[C:18]([NH:2][C:1]2[C:3]3[C:4](=[N:5][C:6]([CH:9]([CH3:10])[CH3:11])=[CH:7][N:8]=3)[N:12]=[CH:13][N:14]=2)[CH:23]=1)[C:26]1[CH:27]=[CH:28][CH:29]=[CH:30][CH:31]=1. (5) Given the reactants [Cl:1][C:2](Cl)([Cl:25])CO[C:5](=[O:24])[NH:6][C:7]1[N:8]([C:16]2[CH:21]=[CH:20][C:19]([CH2:22][OH:23])=[CH:18][CH:17]=2)[N:9]=[C:10]([C:12]([CH3:15])([CH3:14])[CH3:13])[CH:11]=1.[CH3:27][C@H:28]1[CH2:33][CH2:32][CH2:31][CH2:30][N:29]1[C:34]1[N:38]2[CH:39]=[C:40]([O:43][C@H:44]3[C:53]4[C:48](=[CH:49][CH:50]=[CH:51][CH:52]=4)[C@@H:47]([NH2:54])[CH2:46][CH2:45]3)[CH:41]=[CH:42][C:37]2=[N:36][N:35]=1.CCN(C(C)C)C(C)C, predict the reaction product. The product is: [Cl:1][CH2:2][Cl:25].[C:12]([C:10]1[CH:11]=[C:7]([NH:6][C:5]([NH:54][C@@H:47]2[C:48]3[C:53](=[CH:52][CH:51]=[CH:50][CH:49]=3)[C@H:44]([O:43][C:40]3[CH:41]=[CH:42][C:37]4[N:38]([C:34]([N:29]5[CH2:30][CH2:31][CH2:32][CH2:33][C@@H:28]5[CH3:27])=[N:35][N:36]=4)[CH:39]=3)[CH2:45][CH2:46]2)=[O:24])[N:8]([C:16]2[CH:21]=[CH:20][C:19]([CH2:22][OH:23])=[CH:18][CH:17]=2)[N:9]=1)([CH3:13])([CH3:14])[CH3:15]. (6) Given the reactants [Br:1][C:2]1[C:7]([O:8][CH3:9])=[CH:6][C:5]([C:10]2[S:11][CH:12]=[CH:13][CH:14]=2)=[CH:4][C:3]=1[O:15][CH3:16].CON(C)[C:20](=[O:36])[CH:21]([O:34][CH3:35])[C:22]1[CH:27]=[CH:26][C:25]([N:28]2[CH2:33][CH2:32][O:31][CH2:30][CH2:29]2)=[CH:24][CH:23]=1, predict the reaction product. The product is: [Br:1][C:2]1[C:7]([O:8][CH3:9])=[CH:6][C:5]([C:10]2[S:11][C:12]([C:20](=[O:36])[CH:21]([O:34][CH3:35])[C:22]3[CH:23]=[CH:24][C:25]([N:28]4[CH2:29][CH2:30][O:31][CH2:32][CH2:33]4)=[CH:26][CH:27]=3)=[CH:13][CH:14]=2)=[CH:4][C:3]=1[O:15][CH3:16]. (7) Given the reactants [H-].[Na+:2].C([O:5][C:6]([C:8]1[CH:9]=[N:10][N:11]([CH3:21])[C:12]=1[NH:13][C:14]1[CH:19]=[CH:18][CH:17]=[CH:16][C:15]=1[NH2:20])=O)C.[CH3:22][S:23]([CH3:25])=[O:24], predict the reaction product. The product is: [CH3:22][S:23]([CH2-:25])=[O:24].[Na+:2].[CH3:21][N:11]1[C:12]2[NH:13][C:14]3[CH:19]=[CH:18][CH:17]=[CH:16][C:15]=3[NH:20][C:6](=[O:5])[C:8]=2[CH:9]=[N:10]1.